From a dataset of Reaction yield outcomes from USPTO patents with 853,638 reactions. Predict the reaction yield, written as a fraction of the theoretical maximum amount of product (1.0 means a 100% yield; for example, 0.34 means a 34% yield). (1) The reactants are Br[C:2]1[C:3]([C:23]2[CH:28]=[CH:27][N:26]=[CH:25][CH:24]=2)=[C:4]([C:17]2[CH:22]=[CH:21][CH:20]=[CH:19][CH:18]=2)[N:5]([Si](C(C)C)(C(C)C)C(C)C)[CH:6]=1.[C:29]1([C@H:35]2[CH2:43][N:42]3[C@H:37]([CH2:38][C:39](=O)[CH2:40][CH2:41]3)[CH2:36]2)[CH:34]=[CH:33][CH:32]=[CH:31][CH:30]=1.C(OCC)(=O)C.CO. The catalyst is ClCCl. The product is [C:17]1([C:4]2[NH:5][CH:6]=[C:2]([C:39]3[CH2:40][CH2:41][N:42]4[C@H:37]([CH:38]=3)[CH2:36][C@@H:35]([C:29]3[CH:30]=[CH:31][CH:32]=[CH:33][CH:34]=3)[CH2:43]4)[C:3]=2[C:23]2[CH:28]=[CH:27][N:26]=[CH:25][CH:24]=2)[CH:22]=[CH:21][CH:20]=[CH:19][CH:18]=1. The yield is 0.310. (2) The reactants are CCN(C(C)C)C(C)C.[C:10]1([NH:16][C:17]2[CH:25]=[CH:24][C:20]([C:21]([OH:23])=O)=[CH:19][CH:18]=2)[CH:15]=[CH:14][CH:13]=[CH:12][CH:11]=1.CCN=C=NCCCN(C)C.C1C=CC2N(O)N=NC=2C=1.[NH2:47][CH2:48][C:49]([N:51]1[CH2:56][CH2:55][N:54]([C:57](=[O:66])[C:58]2[CH:63]=[C:62]([Cl:64])[CH:61]=[CH:60][C:59]=2[Cl:65])[CH2:53][CH2:52]1)=[O:50].C(O)(C(F)(F)F)=O. The catalyst is CN(C=O)C.O. The product is [Cl:65][C:59]1[CH:60]=[CH:61][C:62]([Cl:64])=[CH:63][C:58]=1[C:57]([N:54]1[CH2:53][CH2:52][N:51]([C:49](=[O:50])[CH2:48][NH:47][C:21](=[O:23])[C:20]2[CH:19]=[CH:18][C:17]([NH:16][C:10]3[CH:11]=[CH:12][CH:13]=[CH:14][CH:15]=3)=[CH:25][CH:24]=2)[CH2:56][CH2:55]1)=[O:66]. The yield is 0.780. (3) The reactants are [Cl:1][C:2]1[CH:3]=[CH:4][C:5]([CH3:29])=[C:6]([C:8]2[N:9]([C:22]([O:24][C:25]([CH3:28])([CH3:27])[CH3:26])=[O:23])[CH:10]=[C:11](B3OC(C)(C)C(C)(C)O3)[CH:12]=2)[CH:7]=1.C([O-])([O-])=O.[Na+].[Na+].I[C:37]1[N:42]=[CH:41][N:40]=[C:39]([NH2:43])[CH:38]=1. The catalyst is C1C=CC(P(C2C=CC=CC=2)[C-]2C=CC=C2)=CC=1.C1C=CC(P(C2C=CC=CC=2)[C-]2C=CC=C2)=CC=1.Cl[Pd]Cl.[Fe+2]. The product is [NH2:43][C:39]1[N:40]=[CH:41][N:42]=[C:37]([C:11]2[CH:12]=[C:8]([C:6]3[CH:7]=[C:2]([Cl:1])[CH:3]=[CH:4][C:5]=3[CH3:29])[N:9]([C:22]([O:24][C:25]([CH3:26])([CH3:27])[CH3:28])=[O:23])[CH:10]=2)[CH:38]=1. The yield is 0.580.